This data is from Full USPTO retrosynthesis dataset with 1.9M reactions from patents (1976-2016). The task is: Predict the reactants needed to synthesize the given product. (1) Given the product [N:12]1([CH2:11][C:7]2[CH:8]=[N:9][CH:10]=[C:5]([CH:6]=2)[C:3]([O:2][CH3:1])=[O:4])[CH2:17][CH2:16][NH:15][CH2:14][CH2:13]1, predict the reactants needed to synthesize it. The reactants are: [CH3:1][O:2][C:3]([C:5]1[CH:6]=[C:7]([CH2:11][N:12]2[CH2:17][CH2:16][N:15](C(OC(C)(C)C)=O)[CH2:14][CH2:13]2)[CH:8]=[N:9][CH:10]=1)=[O:4].FC(F)(F)C(O)=O. (2) Given the product [F:15][C:2]([F:1])([F:16])[C:3]1[CH:4]=[C:5]([N:9]2[CH2:10][CH2:11][C:12](=[O:14])[NH:17][C:18]2=[O:19])[CH:6]=[CH:7][CH:8]=1, predict the reactants needed to synthesize it. The reactants are: [F:1][C:2]([F:16])([F:15])[C:3]1[CH:4]=[C:5]([NH:9][CH2:10][CH2:11][C:12]([OH:14])=O)[CH:6]=[CH:7][CH:8]=1.[NH2:17][C:18](N)=[O:19].O. (3) Given the product [F:23][C:12]1[CH:11]=[C:10]2[C:15]([C:16]([C:18]([O:20][CH2:21][CH3:22])=[O:19])=[N:17][C:8]([C:4]3[CH:5]=[CH:6][CH:7]=[C:2]([C:25]#[C:24][C@:26]4([OH:33])[CH2:30][CH2:29][N:28]([CH3:31])[C:27]4=[O:32])[CH:3]=3)=[N:9]2)=[CH:14][CH:13]=1, predict the reactants needed to synthesize it. The reactants are: Br[C:2]1[CH:3]=[C:4]([C:8]2[N:17]=[C:16]([C:18]([O:20][CH2:21][CH3:22])=[O:19])[C:15]3[C:10](=[CH:11][C:12]([F:23])=[CH:13][CH:14]=3)[N:9]=2)[CH:5]=[CH:6][CH:7]=1.[C:24]([C@:26]1([OH:33])[CH2:30][CH2:29][N:28]([CH3:31])[C:27]1=[O:32])#[CH:25].